Dataset: Peptide-MHC class II binding affinity with 134,281 pairs from IEDB. Task: Regression. Given a peptide amino acid sequence and an MHC pseudo amino acid sequence, predict their binding affinity value. This is MHC class II binding data. (1) The peptide sequence is RPAEVRKVCYNAVLT. The MHC is DRB1_0701 with pseudo-sequence DRB1_0701. The binding affinity (normalized) is 0.756. (2) The peptide sequence is LLIDVVTYLVALIPE. The MHC is DRB5_0101 with pseudo-sequence DRB5_0101. The binding affinity (normalized) is 0.0382.